From a dataset of Experimentally validated miRNA-target interactions with 360,000+ pairs, plus equal number of negative samples. Binary Classification. Given a miRNA mature sequence and a target amino acid sequence, predict their likelihood of interaction. (1) The protein sequence of the target gene is MDPGWGQRDVGWAALLILFAASLLTVFAWLLQYARGLWLARARGDRGPGPALAGEPAGSLRELGVWRSLLRLRATRAGAAEEPGVRGLLASLFAFKSFRENWQRAWVRALNEQACRNGSSIQIAFEEVPQLPPRASISHVTCVDQSEHTMVLRCQLSAEEVRFPVSVTQQSPAAVSMETYHVTLTLPPTQLEVNLEEIPGEGLLISWAFTDRPDLSLTVLPKLQARERGEEQVELSTIEELIKDAIVSTQPAMMVNLRACSAPGGLVPSEKPPMMPQAQPAIPRPNRLFLRQLRASHLGN.... Result: 0 (no interaction). The miRNA is hsa-miR-6747-5p with sequence AGGGGUGUGGAAAGAGGCAGAACA. (2) The miRNA is hsa-miR-1537-3p with sequence AAAACCGUCUAGUUACAGUUGU. The protein sequence of the target gene is MMPSRTNLATGIPSSKVKYSRLSSTDDGYIDLQFKKTPPKIPYKAIALATVLFLIGAFLIIIGSLLLSGYISKGGADRAVPVLIIGILVFLPGFYHLRIAYYASKGYRGYSYDDIPDFDD. Result: 0 (no interaction). (3) The miRNA is hsa-miR-34a-5p with sequence UGGCAGUGUCUUAGCUGGUUGU. The protein sequence of the target gene is MDGRVQLMKALLAGPLRPAARRWRNPIPFPETFDGDTDRLPEFIVQTSSYMFVDENTFSNDALKVTFLITRLTGPALQWVIPYIRKESPLLNDYRGFLAEMKRVFGWEEDEDF. Result: 1 (interaction). (4) The miRNA is hsa-miR-3678-5p with sequence UCCGUACAAACUCUGCUGUG. The protein sequence of the target gene is MKPLLETLYLLGMLVPGGLGYDRSLAQHRQEIVDKSVSPWSLETYSYNIYHPMGEIYEWMREISEKYKEVVTQHFLGVTYETHPMYYLKISQPSGNPKKIIWMDCGIHAREWIAPAFCQWFVKEILQNHKDNSSIRKLLRNLDFYVLPVLNIDGYIYTWTTDRLWRKSRSPHNNGTCFGTDLNRNFNASWCSIGASRNCQDQTFCGTGPVSEPETKAVASFIESKKDDILCFLTMHSYGQLILTPYGYTKNKSSNHPEMIQVGQKAANALKAKYGTNYRVGSSADILYASSGSSRDWARD.... Result: 0 (no interaction). (5) The miRNA is hsa-miR-1270 with sequence CUGGAGAUAUGGAAGAGCUGUGU. The protein sequence of the target gene is MDFKAIAQQTAQEVLGYNRDTSGWKVVKTSKKITVSSKASRKFHGNLYRVEGIIPESPAKLSDFLYQTGDRITWDKSLQVYNMVHRIDSDTFICHTITQSFAVGSISPRDFIDLVYIKRYEGNMNIISSKSVDFPEYPPSSNYIRGYNHPCGFVCSPMEENPAYSKLVMFVQTEMRGKLSPSIIEKTMPSNLVNFILNAKDGIKAHRTPSRRGFHHNSHS. Result: 0 (no interaction). (6) The miRNA is bta-miR-21-5p with sequence UAGCUUAUCAGACUGAUGUUGACU. The protein sequence of the target gene is MAALPGTVPRMMRPAPGQNYPRTGFPLEVSTPLGQGRVNQLGGVFINGRPLPNHIRHKIVEMAHHGIRPCVISRQLRVSHGCVSKILCRYQETGSIRPGAIGGSKPRQVATPDVEKKIEEYKRENPGMFSWEIRDRLLKDGHCDRSTVPSGLVSSISRVLRIKFGKKEEEDEADKKEDDGEKKAKHSIDGILGDKGNRLDEGSDVESEPDLPLKRKQRRSRTTFTAEQLEELEKAFERTHYPDIYTREELAQRTKLTEARVQVWFSNRRARWRKQAGANQLAAFNHLLPGGFPPTGMPTL.... Result: 0 (no interaction).